From a dataset of Full USPTO retrosynthesis dataset with 1.9M reactions from patents (1976-2016). Predict the reactants needed to synthesize the given product. (1) Given the product [ClH:28].[Cl:28][C:25]1[CH:26]=[CH:27][C:22]([O:21][C:18]2[CH:19]=[CH:20][C:15]([O:14][CH2:13][C@@H:9]3[CH2:10][CH2:11][CH2:12][NH:8]3)=[CH:16][CH:17]=2)=[CH:23][CH:24]=1, predict the reactants needed to synthesize it. The reactants are: C(OC([N:8]1[CH2:12][CH2:11][CH2:10][C@H:9]1[CH2:13][O:14][C:15]1[CH:20]=[CH:19][C:18]([O:21][C:22]2[CH:27]=[CH:26][C:25]([Cl:28])=[CH:24][CH:23]=2)=[CH:17][CH:16]=1)=O)(C)(C)C.Cl. (2) The reactants are: [F:1][C:2]1[CH:7]=[CH:6][C:5]([C:8]2[O:9][C:10]([CH3:19])=[C:11]([CH2:13][C:14]([O:16]CC)=[O:15])[N:12]=2)=[CH:4][CH:3]=1.[OH-].[Na+]. Given the product [F:1][C:2]1[CH:3]=[CH:4][C:5]([C:8]2[O:9][C:10]([CH3:19])=[C:11]([CH2:13][C:14]([OH:16])=[O:15])[N:12]=2)=[CH:6][CH:7]=1, predict the reactants needed to synthesize it. (3) Given the product [F:1][C:2]1[C:11]2[C:6](=[CH:7][CH:8]=[CH:9][CH:10]=2)[C:5]([C@H:12]([N:14]([CH2:22][CH2:23][CH2:24][C@H:25]2[CH2:34][C:33](=[O:35])[C:32]3[C:27](=[CH:28][CH:29]=[CH:30][CH:31]=3)[CH2:26]2)[C:15](=[O:21])[O:16][C:17]([CH3:19])([CH3:20])[CH3:18])[CH3:13])=[CH:4][CH:3]=1, predict the reactants needed to synthesize it. The reactants are: [F:1][C:2]1[C:11]2[C:6](=[CH:7][CH:8]=[CH:9][CH:10]=2)[C:5]([C@H:12]([N:14]([CH2:22][CH2:23][CH2:24][C@H:25]2[CH2:34][CH:33]([OH:35])[C:32]3[C:27](=[CH:28][CH:29]=[CH:30][CH:31]=3)[CH2:26]2)[C:15](=[O:21])[O:16][C:17]([CH3:20])([CH3:19])[CH3:18])[CH3:13])=[CH:4][CH:3]=1.C1C=C[NH+]=CC=1.[O-][Cr](Cl)(=O)=O. (4) Given the product [Cl:1][C:2]1[CH:10]=[C:9]2[C:5]([C:6]([C:11]([N:13]3[CH2:14][CH2:15][CH:16]([C:19]4[C:24]([O:25][CH3:26])=[CH:23][CH:22]=[CH:21][C:20]=4[O:27][CH3:28])[CH2:17][CH2:18]3)=[O:12])=[CH:7][N:8]2[CH2:30][C:31]2[CH:36]=[C:35]([F:37])[CH:34]=[C:33]([F:38])[CH:32]=2)=[CH:4][CH:3]=1, predict the reactants needed to synthesize it. The reactants are: [Cl:1][C:2]1[CH:10]=[C:9]2[C:5]([C:6]([C:11]([N:13]3[CH2:18][CH2:17][CH:16]([C:19]4[C:24]([O:25][CH3:26])=[CH:23][CH:22]=[CH:21][C:20]=4[O:27][CH3:28])[CH2:15][CH2:14]3)=[O:12])=[CH:7][NH:8]2)=[CH:4][CH:3]=1.Cl[CH2:30][C:31]1[CH:36]=[C:35]([F:37])[CH:34]=[C:33]([F:38])[CH:32]=1.